From a dataset of NCI-60 drug combinations with 297,098 pairs across 59 cell lines. Regression. Given two drug SMILES strings and cell line genomic features, predict the synergy score measuring deviation from expected non-interaction effect. (1) Drug 1: CC1=CC2C(CCC3(C2CCC3(C(=O)C)OC(=O)C)C)C4(C1=CC(=O)CC4)C. Drug 2: CN(CC1=CN=C2C(=N1)C(=NC(=N2)N)N)C3=CC=C(C=C3)C(=O)NC(CCC(=O)O)C(=O)O. Cell line: OVCAR-5. Synergy scores: CSS=1.45, Synergy_ZIP=1.87, Synergy_Bliss=1.68, Synergy_Loewe=-13.7, Synergy_HSA=-3.79. (2) Drug 1: C1=NC2=C(N1)C(=S)N=C(N2)N. Drug 2: C1=CC=C(C=C1)NC(=O)CCCCCCC(=O)NO. Cell line: OVCAR-4. Synergy scores: CSS=18.0, Synergy_ZIP=-4.01, Synergy_Bliss=-5.38, Synergy_Loewe=-17.6, Synergy_HSA=-4.15. (3) Drug 1: CC1=C(C=C(C=C1)NC2=NC=CC(=N2)N(C)C3=CC4=NN(C(=C4C=C3)C)C)S(=O)(=O)N.Cl. Drug 2: C1CCC(CC1)NC(=O)N(CCCl)N=O. Cell line: SF-268. Synergy scores: CSS=22.9, Synergy_ZIP=1.53, Synergy_Bliss=-0.717, Synergy_Loewe=-9.34, Synergy_HSA=-3.20. (4) Synergy scores: CSS=56.0, Synergy_ZIP=4.66, Synergy_Bliss=1.51, Synergy_Loewe=-5.45, Synergy_HSA=5.33. Drug 2: CCC1(C2=C(COC1=O)C(=O)N3CC4=CC5=C(C=CC(=C5CN(C)C)O)N=C4C3=C2)O.Cl. Cell line: NCIH23. Drug 1: CC1=C2C(C(=O)C3(C(CC4C(C3C(C(C2(C)C)(CC1OC(=O)C(C(C5=CC=CC=C5)NC(=O)OC(C)(C)C)O)O)OC(=O)C6=CC=CC=C6)(CO4)OC(=O)C)OC)C)OC. (5) Drug 1: C1CCN(CC1)CCOC2=CC=C(C=C2)C(=O)C3=C(SC4=C3C=CC(=C4)O)C5=CC=C(C=C5)O. Drug 2: CCC1(C2=C(COC1=O)C(=O)N3CC4=CC5=C(C=CC(=C5CN(C)C)O)N=C4C3=C2)O.Cl. Cell line: UACC-257. Synergy scores: CSS=4.48, Synergy_ZIP=-1.37, Synergy_Bliss=0.367, Synergy_Loewe=-12.0, Synergy_HSA=-3.96.